Dataset: Reaction yield outcomes from USPTO patents with 853,638 reactions. Task: Predict the reaction yield, written as a fraction of the theoretical maximum amount of product (1.0 means a 100% yield; for example, 0.34 means a 34% yield). The reactants are C1(P(C2C=CC=CC=2)C2C=CC=CC=2)C=CC=CC=1.II.[Si:22]([O:29][CH2:30][C@@H:31]([NH:46][C:47]1[CH:52]=[CH:51][C:50]([C:53]#[N:54])=[C:49]([Cl:55])[C:48]=1[CH3:56])[C:32]([NH:34][NH:35][C:36](=O)[C:37]1[CH:42]=[CH:41][C:40]([C:43]#[N:44])=[CH:39][CH:38]=1)=[O:33])([C:25]([CH3:28])([CH3:27])[CH3:26])([CH3:24])[CH3:23]. The catalyst is C(Cl)Cl. The product is [Si:22]([O:29][CH2:30][C@@H:31]([NH:46][C:47]1[CH:52]=[CH:51][C:50]([C:53]#[N:54])=[C:49]([Cl:55])[C:48]=1[CH3:56])[C:32]1[O:33][C:36]([C:37]2[CH:38]=[CH:39][C:40]([C:43]#[N:44])=[CH:41][CH:42]=2)=[N:35][N:34]=1)([C:25]([CH3:28])([CH3:27])[CH3:26])([CH3:23])[CH3:24]. The yield is 0.590.